Task: Predict the reactants needed to synthesize the given product.. Dataset: Full USPTO retrosynthesis dataset with 1.9M reactions from patents (1976-2016) (1) Given the product [Cl:3][C:4]1[C:5]2[N:6]([C:25]([CH:27]3[CH2:29][CH2:28]3)=[N:24][C:10]=2[C:11]2[CH:16]=[CH:15][C:14]([O:17][C:18]3[CH:23]=[CH:22][CH:21]=[CH:20][CH:19]=3)=[CH:13][CH:12]=2)[CH:7]=[CH:8][N:9]=1, predict the reactants needed to synthesize it. The reactants are: N#N.[Cl:3][C:4]1[C:5]([CH:10]([NH:24][C:25]([CH:27]2[CH2:29][CH2:28]2)=O)[C:11]2[CH:16]=[CH:15][C:14]([O:17][C:18]3[CH:23]=[CH:22][CH:21]=[CH:20][CH:19]=3)=[CH:13][CH:12]=2)=[N:6][CH:7]=[CH:8][N:9]=1.CC#N.CN(C=O)C.O=P(Cl)(Cl)Cl. (2) Given the product [Cl:35][C:20]1[CH:19]=[CH:18][C:17]([NH:21][C:22](=[O:33])[C:23]2[CH:28]=[CH:27][CH:26]=[C:25]([C:29]([F:30])([F:31])[F:32])[CH:24]=2)=[CH:16][C:15]=1[C:14]1[N:9]2[N:8]=[CH:7][CH:34]=[C:10]2[N:11]=[CH:12][CH:13]=1, predict the reactants needed to synthesize it. The reactants are: N1C=CC([C:7]2[CH:34]=[C:10]3[N:11]=[CH:12][CH:13]=[C:14]([C:15]4[CH:16]=[C:17]([NH:21][C:22](=[O:33])[C:23]5[CH:28]=[CH:27][CH:26]=[C:25]([C:29]([F:32])([F:31])[F:30])[CH:24]=5)[CH:18]=[CH:19][CH:20]=4)[N:9]3[N:8]=2)=CC=1.[Cl:35]C1C=CC(NC(=O)C2C=CC=C(C(F)(F)F)C=2)=CC=1C(=O)/C=C/N(C)C.NC1C=CC(Cl)=C(C(=O)C)C=1.NC1C=CNN=1. (3) Given the product [CH2:26]([Sn:21]([CH2:17][CH2:18][CH2:19][CH3:20])([CH2:22][CH2:23][CH2:24][CH3:25])[C:5]1[S:4][C:3]([CH:7]2[O:11][CH2:10][CH2:9][O:8]2)=[C:2]([CH3:1])[CH:6]=1)[CH2:27][CH2:28][CH3:29], predict the reactants needed to synthesize it. The reactants are: [CH3:1][C:2]1[CH:6]=[CH:5][S:4][C:3]=1[CH:7]1[O:11][CH2:10][CH2:9][O:8]1.C([Li])CCC.[CH2:17]([Sn:21](Cl)([CH2:26][CH2:27][CH2:28][CH3:29])[CH2:22][CH2:23][CH2:24][CH3:25])[CH2:18][CH2:19][CH3:20]. (4) The reactants are: [CH3:1][O:2][C:3]1[CH:8]=[CH:7][C:6]([O:9][CH3:10])=[CH:5][C:4]=1[S:11][C:12]1[NH:13][C:14]2[C:19]([N:20]=1)=[C:18]([NH2:21])[N:17]=[CH:16][N:15]=2.Br[CH2:23][CH2:24][C:25]1[CH:30]=[CH:29][CH:28]=[C:27]([N+:31]([O-:33])=[O:32])[CH:26]=1. Given the product [CH3:1][O:2][C:3]1[CH:8]=[CH:7][C:6]([O:9][CH3:10])=[CH:5][C:4]=1[S:11][C:12]1[N:13]([CH2:23][CH2:24][C:25]2[CH:30]=[CH:29][CH:28]=[C:27]([N+:31]([O-:33])=[O:32])[CH:26]=2)[C:14]2[C:19]([N:20]=1)=[C:18]([NH2:21])[N:17]=[CH:16][N:15]=2, predict the reactants needed to synthesize it. (5) The reactants are: [C:1]12([C:11](Cl)=[O:12])[CH2:10][CH:5]3[CH2:6][CH:7]([CH2:9][CH:3]([CH2:4]3)[CH2:2]1)[CH2:8]2.[CH2:14]([Mg]I)[CH3:15]. Given the product [OH:12][CH:11]([C:1]12[CH2:10][CH:5]3[CH2:6][CH:7]([CH2:9][CH:3]([CH2:4]3)[CH2:2]1)[CH2:8]2)[CH2:14][CH3:15], predict the reactants needed to synthesize it.